The task is: Predict the reactants needed to synthesize the given product.. This data is from Full USPTO retrosynthesis dataset with 1.9M reactions from patents (1976-2016). (1) Given the product [CH3:47][N:48]([CH3:49])[CH2:28][CH2:27][NH:26][C:24]([C:22]1[CH:21]=[CH:20][C:18]2[NH:19][C:15]([CH2:14][N:3]([CH2:1][CH3:2])[CH:4]3[C:13]4[N:12]=[CH:11][CH:10]=[CH:9][C:8]=4[CH2:7][CH2:6][CH2:5]3)=[N:16][C:17]=2[CH:23]=1)=[O:25], predict the reactants needed to synthesize it. The reactants are: [CH2:1]([N:3]([CH2:14][C:15]1[NH:19][C:18]2[CH:20]=[CH:21][C:22]([C:24]([NH:26][CH2:27][CH2:28]C3N=CNC=3)=[O:25])=[CH:23][C:17]=2[N:16]=1)[CH:4]1[C:13]2[N:12]=[CH:11][CH:10]=[CH:9][C:8]=2[CH2:7][CH2:6][CH2:5]1)[CH3:2].FC1C(OC(C2C=C[C:47]3[NH:48][C:49](CN(CC)C4C5N=CC=CC=5CCC4)=NC=3C=2)=O)=C(F)C(F)=C(F)C=1F.CN(C)CCN. (2) Given the product [C:18]([O:17][C:16](=[O:22])[NH:15][CH2:14][C:12]1[CH:13]=[C:8]([O:1][CH:2]2[CH2:6][CH2:5][O:4][CH2:3]2)[CH:9]=[CH:10][C:11]=1[N+:23]([O-:25])=[O:24])([CH3:21])([CH3:19])[CH3:20], predict the reactants needed to synthesize it. The reactants are: [OH:1][CH:2]1[CH2:6][CH2:5][O:4][CH2:3]1.Cl[C:8]1[CH:9]=[CH:10][C:11]([N+:23]([O-:25])=[O:24])=[C:12]([CH2:14][NH:15][C:16](=[O:22])[O:17][C:18]([CH3:21])([CH3:20])[CH3:19])[CH:13]=1.[H-].[Na+]. (3) Given the product [F:1][C:2]1[CH:16]=[C:15]([C:17]([F:20])([F:19])[F:18])[CH:14]=[C:4]2[C:3]=1[CH2:21][O:22][C:5]2=[O:6], predict the reactants needed to synthesize it. The reactants are: [F:1][C:2]1[C:3]([CH:21]=[O:22])=[C:4]([CH:14]=[C:15]([C:17]([F:20])([F:19])[F:18])[CH:16]=1)[C:5](N(C(C)C)C(C)C)=[O:6].[BH4-].[Na+]. (4) Given the product [F:11][C:2]([F:1])([F:10])[C:3]1[CH:8]=[CH:7][N:6]=[CH:5][C:4]=1[NH:9][C:16]([N:29]1[CH2:30][C@H:25]([CH3:24])[N:26]([C:32]2[CH:41]=[CH:40][C:39]([C:42]#[N:43])=[C:38]3[C:33]=2[CH:34]=[CH:35][CH:36]=[N:37]3)[CH2:27][C@H:28]1[CH3:31])=[O:22], predict the reactants needed to synthesize it. The reactants are: [F:1][C:2]([F:11])([F:10])[C:3]1[CH:8]=[CH:7][N:6]=[CH:5][C:4]=1[NH2:9].ClC(Cl)(O[C:16](=[O:22])OC(Cl)(Cl)Cl)Cl.[CH3:24][C@H:25]1[CH2:30][NH:29][C@H:28]([CH3:31])[CH2:27][N:26]1[C:32]1[CH:41]=[CH:40][C:39]([C:42]#[N:43])=[C:38]2[C:33]=1[CH:34]=[CH:35][CH:36]=[N:37]2. (5) The reactants are: [Br:1][C:2]1[CH:7]=[CH:6][CH:5]=[C:4]([N:8]([CH3:10])[NH2:9])[N:3]=1.[N:11]12[CH2:19][CH2:18][CH:15]([CH2:16][CH2:17]1)[C:14](=O)[CH2:13][CH2:12]2.C1(C)C=CC(S(O)(=O)=O)=CC=1.O. Given the product [Br:1][C:2]1[N:3]=[C:4]([N:8]([CH3:10])/[N:9]=[C:14]2/[CH2:13][CH2:12][N:11]3[CH2:19][CH2:18][CH:15]/2[CH2:16][CH2:17]3)[CH:5]=[CH:6][CH:7]=1, predict the reactants needed to synthesize it. (6) Given the product [CH3:33][C:34]1[CH:39]=[CH:38][C:37]([C@H:40]2[CH2:48][N:47]3[C@H:42]([CH:43]=[C:44]([C:2]4[C:3]([C:27]5[CH:32]=[CH:31][N:30]=[CH:29][CH:28]=5)=[C:4]([C:17]5[CH:22]=[CH:21][CH:20]=[C:19]([C:23]([F:25])([F:26])[F:24])[CH:18]=5)[NH:5][CH:6]=4)[CH2:45][CH2:46]3)[CH2:41]2)=[CH:36][CH:35]=1, predict the reactants needed to synthesize it. The reactants are: Br[C:2]1[C:3]([C:27]2[CH:32]=[CH:31][N:30]=[CH:29][CH:28]=2)=[C:4]([C:17]2[CH:22]=[CH:21][CH:20]=[C:19]([C:23]([F:26])([F:25])[F:24])[CH:18]=2)[N:5]([Si](C(C)C)(C(C)C)C(C)C)[CH:6]=1.[CH3:33][C:34]1[CH:39]=[CH:38][C:37]([C@H:40]2[CH2:48][N:47]3[C@H:42]([CH2:43][C:44](=O)[CH2:45][CH2:46]3)[CH2:41]2)=[CH:36][CH:35]=1.C(OCC)(=O)C.C(N)(C)C. (7) Given the product [CH:21]1([CH2:25][N:26]([CH2:27][CH3:28])[C:8]2[N:13]=[C:12]3[N:14]([CH3:18])[N:15]=[C:16]([CH3:17])[C:11]3=[CH:10][C:9]=2[CH:19]=[O:20])[CH2:24][CH2:23][CH2:22]1, predict the reactants needed to synthesize it. The reactants are: C(=O)([O-])[O-].[K+].[K+].Cl[C:8]1[N:13]=[C:12]2[N:14]([CH3:18])[N:15]=[C:16]([CH3:17])[C:11]2=[CH:10][C:9]=1[CH:19]=[O:20].[CH:21]1([CH2:25][NH:26][CH2:27][CH3:28])[CH2:24][CH2:23][CH2:22]1.O.